Dataset: Full USPTO retrosynthesis dataset with 1.9M reactions from patents (1976-2016). Task: Predict the reactants needed to synthesize the given product. (1) The reactants are: [O:1]=[C:2]([C:14]1[CH:19]=[CH:18][CH:17]=[CH:16][CH:15]=1)[CH:3]=[CH:4][C:5]1[CH:13]=[CH:12][C:8]([C:9]([OH:11])=[O:10])=[CH:7][CH:6]=1. Given the product [O:1]=[C:2]([C:14]1[CH:19]=[CH:18][CH:17]=[CH:16][CH:15]=1)[CH2:3][CH2:4][C:5]1[CH:13]=[CH:12][C:8]([C:9]([OH:11])=[O:10])=[CH:7][CH:6]=1, predict the reactants needed to synthesize it. (2) Given the product [Cl:1][C:2]1[CH:18]=[CH:17][C:5]2[CH2:6][CH2:7][N:8]([C:11](=[O:16])[C:12]([F:15])([F:14])[F:13])[CH2:9][CH2:10][C:4]=2[C:3]=1[C:43]([O:42][CH2:41][CH3:40])=[O:44], predict the reactants needed to synthesize it. The reactants are: [Cl:1][C:2]1[CH:18]=[CH:17][C:5]2[CH2:6][CH2:7][N:8]([C:11](=[O:16])[C:12]([F:15])([F:14])[F:13])[CH2:9][CH2:10][C:4]=2[C:3]=1OS(C(F)(F)F)(=O)=O.C(N(CC)CC)C.CS(C)=O.[C]=O.[CH3:40][CH2:41][O:42][C:43](C)=[O:44]. (3) Given the product [ClH:25].[ClH:25].[N:1]1[CH:6]=[CH:5][C:4]([N:7]2[CH2:12][CH2:11][CH2:10][CH:9]([CH2:13][NH2:14])[CH2:8]2)=[CH:3][CH:2]=1, predict the reactants needed to synthesize it. The reactants are: [N:1]1[CH:6]=[CH:5][C:4]([N:7]2[CH2:12][CH2:11][CH2:10][CH:9]([CH2:13][NH:14]C(=O)OC(C)(C)C)[CH2:8]2)=[CH:3][CH:2]=1.C([Cl:25])(=O)C. (4) Given the product [CH2:1]([O:3][C:4](=[O:26])[CH2:5][C:6]1[CH:11]=[C:10]([O:12][C:13]2[CH:18]=[CH:17][C:16]([Br:19])=[CH:15][C:14]=2[CH2:20][N:29]2[C@@H:28]([CH3:27])[C@@H:32]([C:33]3[CH:38]=[CH:37][CH:36]=[CH:35][CH:34]=3)[O:31][C:30]2=[O:39])[CH:9]=[CH:8][C:7]=1[C:22]([F:23])([F:25])[F:24])[CH3:2], predict the reactants needed to synthesize it. The reactants are: [CH2:1]([O:3][C:4](=[O:26])[CH2:5][C:6]1[CH:11]=[C:10]([O:12][C:13]2[CH:18]=[CH:17][C:16]([Br:19])=[CH:15][C:14]=2[CH2:20]Br)[CH:9]=[CH:8][C:7]=1[C:22]([F:25])([F:24])[F:23])[CH3:2].[CH3:27][C@H:28]1[C@@H:32]([C:33]2[CH:38]=[CH:37][CH:36]=[CH:35][CH:34]=2)[O:31][C:30](=[O:39])[NH:29]1. (5) The reactants are: [F:1][C:2]1[CH:3]=[C:4]([CH:29]=[C:30]([N:32]2[CH2:37][CH2:36][O:35][CH2:34][CH2:33]2)[CH:31]=1)[C:5]([NH:7][C:8]1[C:17]2[C:12](=[CH:13][CH:14]=[CH:15][CH:16]=2)[C:11]([O:18][C:19]2[CH:24]=[CH:23][N:22]=[C:21](S(C)(=O)=O)[N:20]=2)=[CH:10][CH:9]=1)=[O:6].[CH3:38][O:39][CH2:40][CH2:41][NH2:42]. Given the product [F:1][C:2]1[CH:3]=[C:4]([CH:29]=[C:30]([N:32]2[CH2:37][CH2:36][O:35][CH2:34][CH2:33]2)[CH:31]=1)[C:5]([NH:7][C:8]1[C:17]2[C:12](=[CH:13][CH:14]=[CH:15][CH:16]=2)[C:11]([O:18][C:19]2[CH:24]=[CH:23][N:22]=[C:21]([NH:42][CH2:41][CH2:40][O:39][CH3:38])[N:20]=2)=[CH:10][CH:9]=1)=[O:6], predict the reactants needed to synthesize it. (6) Given the product [Cl:15][C:16]1[C:17]([N:22]2[C:26]([C:27]3[O:12][C:11](=[O:13])[C:10]4[C:2](=[C:3]([CH3:14])[CH:4]=[C:5]5[CH:6]=[N:7][NH:8][C:9]5=4)[N:1]=3)=[CH:25][C:24]([CH:30]([F:32])[F:31])=[N:23]2)=[N:18][CH:19]=[CH:20][CH:21]=1, predict the reactants needed to synthesize it. The reactants are: [NH2:1][C:2]1[C:10]([C:11]([OH:13])=[O:12])=[C:9]2[C:5]([CH:6]=[N:7][NH:8]2)=[CH:4][C:3]=1[CH3:14].[Cl:15][C:16]1[C:17]([N:22]2[C:26]([C:27](O)=O)=[CH:25][C:24]([CH:30]([F:32])[F:31])=[N:23]2)=[N:18][CH:19]=[CH:20][CH:21]=1.N1C=CC=CC=1.CS(Cl)(=O)=O.